Dataset: Reaction yield outcomes from USPTO patents with 853,638 reactions. Task: Predict the reaction yield, written as a fraction of the theoretical maximum amount of product (1.0 means a 100% yield; for example, 0.34 means a 34% yield). (1) The reactants are C(O[C:6](=O)[N:7](C)[C@@H:8]1[CH2:12][CH2:11][N:10]([C:13]2[CH:18]=[C:17]([NH:19][CH2:20][CH2:21][C:22]3[CH:27]=[CH:26][CH:25]=[CH:24][CH:23]=3)[N:16]=[N:15][CH:14]=2)[CH2:9]1)(C)(C)C.CCOCC.[ClH:35]. The catalyst is CO. The product is [ClH:35].[ClH:35].[CH3:6][NH:7][C@@H:8]1[CH2:12][CH2:11][N:10]([C:13]2[CH:18]=[C:17]([NH:19][CH2:20][CH2:21][C:22]3[CH:27]=[CH:26][CH:25]=[CH:24][CH:23]=3)[N:16]=[N:15][CH:14]=2)[CH2:9]1. The yield is 0.200. (2) The product is [F:46][C:47]([F:52])([F:51])[C:48]([OH:50])=[O:49].[CH3:19][N:18]1[C:14]2[CH:13]=[C:12]([O:23][C:24]3[CH:44]=[CH:43][CH:42]=[C:26]([O:27][CH2:28][CH:29]4[CH2:34][CH2:33][NH:32][CH2:31][CH2:30]4)[CH:25]=3)[C:11]([NH:10][S:7]([C:5]3[N:4]=[C:3]([CH3:45])[N:2]([CH3:1])[CH:6]=3)(=[O:8])=[O:9])=[CH:22][C:15]=2[N:16]([CH3:21])[C:17]1=[O:20]. The catalyst is C(Cl)Cl. The reactants are [CH3:1][N:2]1[CH:6]=[C:5]([S:7]([NH:10][C:11]2[C:12]([O:23][C:24]3[CH:25]=[C:26]([CH:42]=[CH:43][CH:44]=3)[O:27][CH2:28][CH:29]3[CH2:34][CH2:33][N:32](C(OC(C)(C)C)=O)[CH2:31][CH2:30]3)=[CH:13][C:14]3[N:18]([CH3:19])[C:17](=[O:20])[N:16]([CH3:21])[C:15]=3[CH:22]=2)(=[O:9])=[O:8])[N:4]=[C:3]1[CH3:45].[F:46][C:47]([F:52])([F:51])[C:48]([OH:50])=[O:49]. The yield is 0.740. (3) The reactants are [CH:1]([N:4]([CH:30]([CH3:32])[CH3:31])[C:5](=O)[CH2:6][CH:7]([C:14]1[CH:19]=[C:18]([Br:20])[CH:17]=[CH:16][C:15]=1[O:21][CH2:22][C:23]1[CH:28]=[CH:27][CH:26]=[CH:25][CH:24]=1)[C:8]1[CH:13]=[CH:12][CH:11]=[CH:10][CH:9]=1)([CH3:3])[CH3:2].[H-].[Al+3].[Li+].[H-].[H-].[H-].O1CCCC1. The catalyst is O1CCCC1. The product is [CH2:22]([O:21][C:15]1[CH:16]=[CH:17][C:18]([Br:20])=[CH:19][C:14]=1[CH:7]([C:8]1[CH:9]=[CH:10][CH:11]=[CH:12][CH:13]=1)[CH2:6][CH2:5][N:4]([CH:1]([CH3:2])[CH3:3])[CH:30]([CH3:32])[CH3:31])[C:23]1[CH:24]=[CH:25][CH:26]=[CH:27][CH:28]=1. The yield is 0.767. (4) The reactants are [OH:1][C:2]1[CH:3]=[C:4]2[C:9](=[CH:10][CH:11]=1)[N:8]=[C:7]([C@:12]1([CH3:18])[CH2:16][O:15][C:14](=[O:17])[NH:13]1)[N:6]=[CH:5]2.C(Cl)Cl.[I:22]N1C(=O)CCC1=O. No catalyst specified. The product is [OH:1][C:2]1[C:3]([I:22])=[C:4]2[C:9](=[CH:10][CH:11]=1)[N:8]=[C:7]([C@:12]1([CH3:18])[CH2:16][O:15][C:14](=[O:17])[NH:13]1)[N:6]=[CH:5]2. The yield is 0.840. (5) The reactants are [Br:1][C:2]1[CH:3]=[C:4](F)[C:5]([C:8]#[N:9])=[N:6][CH:7]=1.[CH3:11][CH:12]1[CH2:17][CH2:16][CH2:15][CH2:14][NH:13]1.CCN(C(C)C)C(C)C. The catalyst is C1COCC1.O. The product is [Br:1][C:2]1[CH:3]=[C:4]([N:13]2[CH2:14][CH2:15][CH2:16][CH2:17][CH:12]2[CH3:11])[C:5]([C:8]#[N:9])=[N:6][CH:7]=1. The yield is 0.170.